Dataset: Catalyst prediction with 721,799 reactions and 888 catalyst types from USPTO. Task: Predict which catalyst facilitates the given reaction. (1) Reactant: S(O)(O)(=O)=O.[CH3:6][S:7][C:8](=[NH:10])[NH2:9].[CH3:6][S:7][C:8](=[NH:10])[NH2:9].[OH-].[Na+].[C:18](O[C:18]([O:20][C:21]([CH3:24])([CH3:23])[CH3:22])=[O:19])([O:20][C:21]([CH3:24])([CH3:23])[CH3:22])=[O:19]. Product: [CH3:6][S:7][C:8]([NH:9][C:18](=[O:19])[O:20][C:21]([CH3:24])([CH3:23])[CH3:22])=[NH:10]. The catalyst class is: 2. (2) Reactant: [C:1]12([CH:11]3[C:20]4[C:15](=[CH:16][C:17]([O:21]C)=[CH:18][CH:19]=4)[CH2:14][CH2:13][N:12]3[C:23]3[CH:28]=[CH:27][CH:26]=[CH:25][CH:24]=3)[CH2:10][CH:5]3[CH2:6][CH:7]([CH2:9][CH:3]([CH2:4]3)[CH2:2]1)[CH2:8]2.C(Cl)Cl. Product: [C:1]12([CH:11]3[C:20]4[C:15](=[CH:16][C:17]([OH:21])=[CH:18][CH:19]=4)[CH2:14][CH2:13][N:12]3[C:23]3[CH:24]=[CH:25][CH:26]=[CH:27][CH:28]=3)[CH2:8][CH:7]3[CH2:6][CH:5]([CH2:4][CH:3]([CH2:9]3)[CH2:2]1)[CH2:10]2. The catalyst class is: 100. (3) Reactant: CN(C)[CH:3]=[CH:4][C:5]([C:7]1[CH:12]=[CH:11][CH:10]=[CH:9][CH:8]=1)=O.C(=O)(O)O.[NH2:18][C:19]([NH2:21])=[NH:20].C[O-].[Na+]. Product: [NH2:20][C:19]1[N:21]=[C:5]([C:7]2[CH:12]=[CH:11][CH:10]=[CH:9][CH:8]=2)[CH:4]=[CH:3][N:18]=1. The catalyst class is: 5. (4) Reactant: [CH2:1]([O:8][C:9]1[C:10]([N+:17]([O-])=O)=[C:11]([CH:14]=[CH:15][CH:16]=1)[C:12]#[N:13])[C:2]1[CH:7]=[CH:6][CH:5]=[CH:4][CH:3]=1.C(O)(=O)C. Product: [NH2:17][C:10]1[C:9]([O:8][CH2:1][C:2]2[CH:7]=[CH:6][CH:5]=[CH:4][CH:3]=2)=[CH:16][CH:15]=[CH:14][C:11]=1[C:12]#[N:13]. The catalyst class is: 679. (5) Reactant: C(O)(C(F)(F)F)=O.C(OC([N:15]([CH2:29][CH3:30])[C@H:16]1[C:24]2[C:19](=[CH:20][CH:21]=[C:22]([C:25]([O:27][CH3:28])=[O:26])[CH:23]=2)[CH2:18][CH2:17]1)=O)(C)(C)C. Product: [CH2:29]([NH:15][C@H:16]1[C:24]2[C:19](=[CH:20][CH:21]=[C:22]([C:25]([O:27][CH3:28])=[O:26])[CH:23]=2)[CH2:18][CH2:17]1)[CH3:30]. The catalyst class is: 2. (6) Reactant: FC(F)(F)C(O)=O.[CH3:8][O:9][C:10](=[O:31])[C@@:11]([NH2:30])([CH3:29])[C:12]#[C:13][C:14]1[CH:19]=[CH:18][C:17](O)=[C:16]([NH:21][C:22](=[O:28])[CH2:23][CH2:24][CH2:25][CH2:26][CH3:27])[CH:15]=1.CCOC(C)=O.C([O-])(O)=O.[Na+].C(Cl)Cl.CO. Product: [CH3:8][O:9][C:10](=[O:31])[C@@:11]([NH2:30])([CH3:29])[CH2:12][CH2:13][C:14]1[CH:19]=[CH:18][C:17]2[O:28][C:22]([CH2:23][CH2:24][CH2:25][CH2:26][CH3:27])=[N:21][C:16]=2[CH:15]=1. The catalyst class is: 11. (7) Reactant: [C:1]1([C:7]([C:15]2[CH:20]=[CH:19][CH:18]=[CH:17][CH:16]=2)=[CH:8][C:9]2[CH:14]=[CH:13][CH:12]=[CH:11][CH:10]=2)[CH:6]=[CH:5][CH:4]=[CH:3][CH:2]=1.[Br:21]Br. Product: [Br:21][C:8]([C:9]1[CH:10]=[CH:11][CH:12]=[CH:13][CH:14]=1)=[C:7]([C:15]1[CH:16]=[CH:17][CH:18]=[CH:19][CH:20]=1)[C:1]1[CH:2]=[CH:3][CH:4]=[CH:5][CH:6]=1. The catalyst class is: 26.